From a dataset of Experimental lipophilicity measurements (octanol/water distribution) for 4,200 compounds from AstraZeneca. Regression/Classification. Given a drug SMILES string, predict its absorption, distribution, metabolism, or excretion properties. Task type varies by dataset: regression for continuous measurements (e.g., permeability, clearance, half-life) or binary classification for categorical outcomes (e.g., BBB penetration, CYP inhibition). For this dataset (lipophilicity_astrazeneca), we predict Y. (1) The drug is Cc1ccc2c(c1)C1(CCN(CCc3nc(-c4ccccc4)oc3C)CC1)OC(=O)N2. The Y is 4.20 logD. (2) The compound is CN(C)C(=O)N[C@H]1CC[C@H](CCN2CCN(c3ccc(Cl)cc3)CC2)CC1. The Y is 2.81 logD. (3) The compound is c1ccc(-c2nnc(-c3ccccc3)s2)cc1. The Y is 4.20 logD. (4) The drug is CN1CCN(C(=O)c2cc3ccccc3[nH]2)CC1. The Y is 1.70 logD. (5) The molecule is CN[C@@H](C)C(=O)N[C@H](C(=O)N[C@H]1CCN(C(=O)c2ccccc2)C1)C1CCCCC1. The Y is 0.820 logD. (6) The molecule is O=C(COCc1ccncc1)N1CCN(c2ccc(Cl)cc2F)CC1. The Y is 2.55 logD. (7) The Y is 1.58 logD. The drug is O=C(NCC12CC3CC(CC(C3)C1)C2)c1cc(C2CCNCC2)ccc1Cl. (8) The compound is O=C1COc2ccc(CNC3CCN(CCN4C(=O)COc5ccc(OC(F)(F)F)cc54)CC3)nc2N1. The Y is 1.82 logD. (9) The molecule is CCN(C(=O)Cc1ccc(S(C)(=O)=O)cc1)C1CCN(CCC(c2ccccc2)c2ccc(NS(C)(=O)=O)cc2)CC1. The Y is 1.84 logD.